Dataset: Full USPTO retrosynthesis dataset with 1.9M reactions from patents (1976-2016). Task: Predict the reactants needed to synthesize the given product. (1) Given the product [CH3:5][NH:4][CH:15]1[CH2:16][CH2:17][N:18]([C:21]2[N:22]([CH3:23])[CH:28]=[CH:29][N:30]=2)[CH2:19][CH2:20]1, predict the reactants needed to synthesize it. The reactants are: IC.C[N:4]([CH:15]1[CH2:20][CH2:19][N:18]([C:21](=S)[NH:22][CH3:23])[CH2:17][CH2:16]1)[C:5](=O)OCC1C=CC=CC=1.C(O[CH:28](OCC)[CH2:29][NH2:30])C. (2) The reactants are: [NH:1]1[CH2:5][CH2:4][C@H:3]2[CH2:6][N:7]([C:9]([O:11][C:12]([CH3:15])([CH3:14])[CH3:13])=[O:10])[CH2:8][C@@H:2]12.Br[C:17]1[CH:18]=[N:19][CH:20]=[C:21]([CH:33]=1)[C:22]([NH:24][CH2:25][C:26]1[CH:31]=[CH:30][CH:29]=[CH:28][C:27]=1[CH3:32])=[O:23]. Given the product [CH3:32][C:27]1[CH:28]=[CH:29][CH:30]=[CH:31][C:26]=1[CH2:25][NH:24][C:22]([C:21]1[CH:33]=[C:17]([N:1]2[CH2:5][CH2:4][C@H:3]3[CH2:6][N:7]([C:9]([O:11][C:12]([CH3:15])([CH3:14])[CH3:13])=[O:10])[CH2:8][C@@H:2]23)[CH:18]=[N:19][CH:20]=1)=[O:23], predict the reactants needed to synthesize it. (3) Given the product [CH3:14][O:15][CH2:16][CH2:17][O:18][CH2:19][C:20]1[CH:25]=[CH:24][C:23]([C@@H:26]2[C@@H:31]([O:32][CH2:33][C:34]3[CH:35]=[CH:36][C:37]4[O:42][CH2:41][CH2:40][N:39]([CH2:43][CH2:44][CH2:45][O:46][CH3:47])[C:38]=4[CH:48]=3)[CH2:30][N:29]([S:49]([C:52]3[CH:57]=[CH:56][C:55]([CH3:58])=[CH:54][CH:53]=3)(=[O:50])=[O:51])[CH2:28][C@H:27]2[CH2:59][NH:60][C:61](=[O:63])[CH3:62])=[CH:22][CH:21]=1, predict the reactants needed to synthesize it. The reactants are: C(N(CC)CC)C.CCCP(=O)=O.[CH3:14][O:15][CH2:16][CH2:17][O:18][CH2:19][C:20]1[CH:25]=[CH:24][C:23]([C@@H:26]2[C@@H:31]([O:32][CH2:33][C:34]3[CH:35]=[CH:36][C:37]4[O:42][CH2:41][CH2:40][N:39]([CH2:43][CH2:44][CH2:45][O:46][CH3:47])[C:38]=4[CH:48]=3)[CH2:30][N:29]([S:49]([C:52]3[CH:57]=[CH:56][C:55]([CH3:58])=[CH:54][CH:53]=3)(=[O:51])=[O:50])[CH2:28][C@H:27]2[CH2:59][NH2:60])=[CH:22][CH:21]=1.[C:61](O)(=[O:63])[CH3:62].